Dataset: Peptide-MHC class II binding affinity with 134,281 pairs from IEDB. Task: Regression. Given a peptide amino acid sequence and an MHC pseudo amino acid sequence, predict their binding affinity value. This is MHC class II binding data. The peptide sequence is EKKYFAATQFEPLVA. The MHC is HLA-DQA10301-DQB10302 with pseudo-sequence HLA-DQA10301-DQB10302. The binding affinity (normalized) is 0.396.